Dataset: Forward reaction prediction with 1.9M reactions from USPTO patents (1976-2016). Task: Predict the product of the given reaction. (1) Given the reactants C[O:2][C:3](=[O:35])[CH:4]([N:6]1[C:14]2[C:9](=[CH:10][C:11]([O:15][CH2:16][CH2:17][CH2:18][O:19][C:20]3[CH:25]=[CH:24][C:23]([C:26]4[O:27][CH:28]=[C:29]([CH2:31][CH3:32])[N:30]=4)=[CH:22][C:21]=3[O:33][CH3:34])=[CH:12][CH:13]=2)[CH:8]=[CH:7]1)[CH3:5].[OH-].[Li+], predict the reaction product. The product is: [CH2:31]([C:29]1[N:30]=[C:26]([C:23]2[CH:24]=[CH:25][C:20]([O:19][CH2:18][CH2:17][CH2:16][O:15][C:11]3[CH:10]=[C:9]4[C:14](=[CH:13][CH:12]=3)[N:6]([CH:4]([CH3:5])[C:3]([OH:35])=[O:2])[CH:7]=[CH:8]4)=[C:21]([O:33][CH3:34])[CH:22]=2)[O:27][CH:28]=1)[CH3:32]. (2) Given the reactants [F:1][C:2]1[C:10](C(O)=O)=[CH:9][CH:8]=[C:7]2[C:3]=1[C:4]([C:33]1[CH:38]=[CH:37][CH:36]=[C:35]([F:39])[CH:34]=1)=[N:5][N:6]2[C:14]([C:27]1[CH:32]=[CH:31][CH:30]=[CH:29][CH:28]=1)([C:21]1[CH:26]=[CH:25][CH:24]=[CH:23][CH:22]=1)[C:15]1[CH:20]=[CH:19][CH:18]=[CH:17][CH:16]=1.C([N:42]([CH2:45]C)CC)C.C1(P(N=[N+]=[N-])(C2C=CC=CC=2)=[O:54])C=CC=CC=1.[CH2:64]([OH:71])[C:65]1[CH:70]=[CH:69][CH:68]=[CH:67][CH:66]=1, predict the reaction product. The product is: [CH2:64]([O:71][C:45](=[O:54])[NH:42][C:10]1[C:2]([F:1])=[C:3]2[C:7](=[CH:8][CH:9]=1)[N:6]([C:14]([C:27]1[CH:28]=[CH:29][CH:30]=[CH:31][CH:32]=1)([C:15]1[CH:16]=[CH:17][CH:18]=[CH:19][CH:20]=1)[C:21]1[CH:22]=[CH:23][CH:24]=[CH:25][CH:26]=1)[N:5]=[C:4]2[C:33]1[CH:38]=[CH:37][CH:36]=[C:35]([F:39])[CH:34]=1)[C:65]1[CH:70]=[CH:69][CH:68]=[CH:67][CH:66]=1. (3) Given the reactants Cl[C:2]1[C:11]2[C:6](=[C:7]([C:12]([NH:14][C:15]3[C:20]([Cl:21])=[C:19]([O:22][CH3:23])[CH:18]=[C:17]([O:24][CH3:25])[C:16]=3[Cl:26])=[O:13])[CH:8]=[CH:9][CH:10]=2)[N:5]=[CH:4][N:3]=1.[NH3:27], predict the reaction product. The product is: [NH2:27][C:2]1[C:11]2[C:6](=[C:7]([C:12]([NH:14][C:15]3[C:16]([Cl:26])=[C:17]([O:24][CH3:25])[CH:18]=[C:19]([O:22][CH3:23])[C:20]=3[Cl:21])=[O:13])[CH:8]=[CH:9][CH:10]=2)[N:5]=[CH:4][N:3]=1.